Dataset: Full USPTO retrosynthesis dataset with 1.9M reactions from patents (1976-2016). Task: Predict the reactants needed to synthesize the given product. (1) Given the product [Cl:1][C:2]1[CH:7]=[CH:6][C:5]([O:8][CH2:14][CH2:13][CH2:12][N:11]([CH3:16])[CH3:10])=[C:4]([I:9])[CH:3]=1, predict the reactants needed to synthesize it. The reactants are: [Cl:1][C:2]1[CH:7]=[CH:6][C:5]([OH:8])=[C:4]([I:9])[CH:3]=1.[CH3:10][N:11]([CH3:16])[CH2:12][CH2:13][CH2:14]O.ClC1C=CC(OCC2CCN(C)CC2)=C(I)C=1. (2) Given the product [Br:2][CH2:3][CH2:4][CH2:5][CH2:6][O:7][C@H:8]1[CH2:9][CH2:10][C@H:11]([N:14]([CH3:15])[S:25]([C:22]2[CH:21]=[CH:20][C:19]([N+:16]([O-:18])=[O:17])=[CH:24][CH:23]=2)(=[O:26])=[O:27])[CH2:12][CH2:13]1, predict the reactants needed to synthesize it. The reactants are: Cl.[Br:2][CH2:3][CH2:4][CH2:5][CH2:6][O:7][C@H:8]1[CH2:13][CH2:12][C@H:11]([NH:14][CH3:15])[CH2:10][CH2:9]1.[N+:16]([C:19]1[CH:24]=[CH:23][C:22]([S:25](Cl)(=[O:27])=[O:26])=[CH:21][CH:20]=1)([O-:18])=[O:17].